From a dataset of Full USPTO retrosynthesis dataset with 1.9M reactions from patents (1976-2016). Predict the reactants needed to synthesize the given product. (1) Given the product [CH3:26][N:27]1[CH2:32][CH2:31][N:30]([CH2:33][C:34]2[CH:39]=[CH:38][C:37]([NH:40][C:23]([C:20]3[CH:21]=[CH:22][C:17]([C:3]4[CH:4]=[C:5]([NH:8][C:9]([CH:11]5[CH2:16][CH2:15][CH2:14][CH2:13][CH2:12]5)=[O:10])[CH:6]=[CH:7][C:2]=4[Cl:1])=[CH:18][CH:19]=3)=[O:25])=[CH:36][CH:35]=2)[CH2:29][CH2:28]1, predict the reactants needed to synthesize it. The reactants are: [Cl:1][C:2]1[CH:7]=[CH:6][C:5]([NH:8][C:9]([CH:11]2[CH2:16][CH2:15][CH2:14][CH2:13][CH2:12]2)=[O:10])=[CH:4][C:3]=1[C:17]1[CH:22]=[CH:21][C:20]([C:23]([OH:25])=O)=[CH:19][CH:18]=1.[CH3:26][N:27]1[CH2:32][CH2:31][N:30]([CH2:33][C:34]2[CH:39]=[CH:38][C:37]([NH2:40])=[CH:36][CH:35]=2)[CH2:29][CH2:28]1.CN(C(ON1N=NC2C=CC=CC1=2)=[N+](C)C)C.F[P-](F)(F)(F)(F)F.C(N(CC)CC)C. (2) Given the product [CH:12]([O:8][C:7](=[O:9])[C:6]1[CH:10]=[C:2]([Cl:1])[C:3]([Cl:11])=[N:4][CH:5]=1)([CH3:14])[CH3:13], predict the reactants needed to synthesize it. The reactants are: [Cl:1][C:2]1[C:3]([Cl:11])=[N:4][CH:5]=[C:6]([CH:10]=1)[C:7]([OH:9])=[O:8].[CH:12](O)([CH3:14])[CH3:13]. (3) Given the product [CH3:40][S:41][C:2]1[CH:9]=[CH:8][C:7]([C:10]2[CH:15]=[CH:14][N:13]=[C:12]3[N:16]([S:31]([C:34]4[CH:39]=[CH:38][CH:37]=[CH:36][CH:35]=4)(=[O:33])=[O:32])[C:17]([C:19]4[CH:24]=[CH:23][C:22]([N:25]5[CH2:30][CH2:29][O:28][CH2:27][CH2:26]5)=[CH:21][CH:20]=4)=[CH:18][C:11]=23)=[CH:6][C:3]=1[C:4]#[N:5], predict the reactants needed to synthesize it. The reactants are: F[C:2]1[CH:9]=[CH:8][C:7]([C:10]2[CH:15]=[CH:14][N:13]=[C:12]3[N:16]([S:31]([C:34]4[CH:39]=[CH:38][CH:37]=[CH:36][CH:35]=4)(=[O:33])=[O:32])[C:17]([C:19]4[CH:24]=[CH:23][C:22]([N:25]5[CH2:30][CH2:29][O:28][CH2:27][CH2:26]5)=[CH:21][CH:20]=4)=[CH:18][C:11]=23)=[CH:6][C:3]=1[C:4]#[N:5].[CH3:40][S-:41].[Na+].C1(C)C=CC=CC=1. (4) Given the product [CH3:1][C@@:2]([S:24]([CH3:27])(=[O:25])=[O:26])([CH2:8][CH2:9][N:10]1[CH:14]=[C:13]([C:29]2[CH:34]=[CH:33][C:32]([C:35]3[O:36][CH:37]=[CH:38][N:39]=3)=[CH:31][CH:30]=2)[CH:12]=[N:11]1)[C:3]([OH:5])=[O:4], predict the reactants needed to synthesize it. The reactants are: [CH3:1][C@@:2]([S:24]([CH3:27])(=[O:26])=[O:25])([CH2:8][CH2:9][N:10]1[CH:14]=[C:13](B2OC(C)(C)C(C)(C)O2)[CH:12]=[N:11]1)[C:3]([O:5]CC)=[O:4].Br[C:29]1[CH:34]=[CH:33][C:32]([C:35]2[O:36][CH:37]=[CH:38][N:39]=2)=[CH:31][CH:30]=1.C(=O)([O-])[O-].[K+].[K+].[OH-].[Li+].